From a dataset of Full USPTO retrosynthesis dataset with 1.9M reactions from patents (1976-2016). Predict the reactants needed to synthesize the given product. (1) Given the product [CH:1]1([C:5]2[O:9][C:8]([NH:10][C:11]3[CH:16]=[CH:15][C:14]([C:17]4[CH:22]=[CH:21][C:20]([C:23]56[CH2:28][CH2:27][C:26]([CH2:31][CH:32]=[O:33])([CH2:29][CH2:30]5)[CH2:25][O:24]6)=[CH:19][CH:18]=4)=[N:13][CH:12]=3)=[N:7][N:6]=2)[CH2:4][CH2:3][CH2:2]1, predict the reactants needed to synthesize it. The reactants are: [CH:1]1([C:5]2[O:9][C:8]([NH:10][C:11]3[CH:12]=[N:13][C:14]([C:17]4[CH:22]=[CH:21][C:20]([C:23]56[CH2:30][CH2:29][C:26]([CH:31]=[CH:32][O:33]C)([CH2:27][CH2:28]5)[CH2:25][O:24]6)=[CH:19][CH:18]=4)=[CH:15][CH:16]=3)=[N:7][N:6]=2)[CH2:4][CH2:3][CH2:2]1.Cl. (2) Given the product [CH:26]([C:11]1[C:6]([NH:5][C:3](=[O:4])[C:2]([CH3:13])([CH3:12])[CH3:1])=[N:7][CH:8]=[CH:9][CH:10]=1)=[O:27], predict the reactants needed to synthesize it. The reactants are: [CH3:1][C:2]([CH3:13])([CH3:12])[C:3]([NH:5][C:6]1[CH:11]=[CH:10][CH:9]=[CH:8][N:7]=1)=[O:4].C([Li])CCC.CCCCCC.Cl.[C:26](=O)([O-])[O-:27].[K+].[K+]. (3) Given the product [CH2:1]([S:3]([N:6]1[CH2:7][CH2:8][CH:9]([C:12]2[C:20]3[C:15](=[C:16]([C:29]([NH2:31])=[O:30])[CH:17]=[C:18]([C:21]4[CH:22]=[CH:23][C:24]([CH2:27][N:32]5[CH2:37][CH2:36][O:35][CH2:34][CH2:33]5)=[CH:25][CH:26]=4)[CH:19]=3)[NH:14][CH:13]=2)[CH2:10][CH2:11]1)(=[O:5])=[O:4])[CH3:2], predict the reactants needed to synthesize it. The reactants are: [CH2:1]([S:3]([N:6]1[CH2:11][CH2:10][CH:9]([C:12]2[C:20]3[C:15](=[C:16]([C:29]([NH2:31])=[O:30])[CH:17]=[C:18]([C:21]4[CH:26]=[CH:25][C:24]([CH:27]=O)=[CH:23][CH:22]=4)[CH:19]=3)[NH:14][CH:13]=2)[CH2:8][CH2:7]1)(=[O:5])=[O:4])[CH3:2].[NH:32]1[CH2:37][CH2:36][O:35][CH2:34][CH2:33]1.[BH-](OC(C)=O)(OC(C)=O)OC(C)=O.[Na+]. (4) Given the product [Cl:1][C:2]1[CH:7]=[CH:6][CH:5]=[CH:4][C:3]=1[CH:8]([O:10][CH2:12][CH2:13][CH2:14][Cl:15])[CH3:9], predict the reactants needed to synthesize it. The reactants are: [Cl:1][C:2]1[CH:7]=[CH:6][CH:5]=[CH:4][C:3]=1[CH:8]([OH:10])[CH3:9].Br[CH2:12][CH2:13][CH2:14][Cl:15].[OH-].[Na+]. (5) Given the product [NH2:9][C:10]1[N:11]=[CH:12][C:13]([C:16]2[C:17]([F:27])=[C:18]([C:19]([CH:22]3[CH2:25][CH2:24][CH2:23]3)=[CH:20][CH:21]=2)[O:26][CH2:2][CH2:3][NH:4][S:5]([CH3:8])(=[O:7])=[O:6])=[N:14][CH:15]=1, predict the reactants needed to synthesize it. The reactants are: Cl[CH2:2][CH2:3][NH:4][S:5]([CH3:8])(=[O:7])=[O:6].[NH2:9][C:10]1[N:11]=[CH:12][C:13]([C:16]2[C:17]([F:27])=[C:18]([OH:26])[C:19]([CH:22]3[CH2:25][CH2:24][CH2:23]3)=[CH:20][CH:21]=2)=[N:14][CH:15]=1.C([O-])([O-])=O.[Cs+].[Cs+].CN(C=O)C. (6) Given the product [Cl:24][C:6]1[C:7]([O:9][CH3:10])=[CH:8][C:3]([O:2][CH3:1])=[C:4]([CH2:11][C:12]([OH:14])=[O:13])[CH:5]=1, predict the reactants needed to synthesize it. The reactants are: [CH3:1][O:2][C:3]1[CH:8]=[C:7]([O:9][CH3:10])[CH:6]=[CH:5][C:4]=1[CH2:11][C:12]([OH:14])=[O:13].C(#N)C.OOS([O-])=O.[K+].[Cl-:24].[K+]. (7) Given the product [ClH:1].[ClH:1].[C:42]1([CH2:41][CH2:40][O:39][C:36]2[CH:35]=[CH:34][C:33]([CH:17]([C:11]3([OH:10])[CH2:12][CH2:13][CH2:14][CH2:15][CH2:16]3)[CH2:18][N:20]3[CH2:25][CH2:24][NH:23][CH2:22][CH2:21]3)=[CH:38][CH:37]=2)[CH:43]=[CH:44][CH:45]=[CH:46][CH:47]=1, predict the reactants needed to synthesize it. The reactants are: [ClH:1].Cl.C1(O)CCCCC1.[OH:10][C:11]1([CH:17]([C:33]2[CH:38]=[CH:37][C:36]([O:39][CH2:40][CH2:41][C:42]3[CH:47]=[CH:46][CH:45]=[CH:44][CH:43]=3)=[CH:35][CH:34]=2)[C:18]([N:20]2[CH2:25][CH2:24][N:23](C(OC(C)(C)C)=O)[CH2:22][CH2:21]2)=O)[CH2:16][CH2:15][CH2:14][CH2:13][CH2:12]1. (8) Given the product [CH3:15][C:14]([CH3:1])([CH2:16][CH:20]=[C:21]([CH3:25])[CH3:22])[C:13]([O:18][CH3:19])=[O:17], predict the reactants needed to synthesize it. The reactants are: [CH2:1]([Li])CCC.C(NC(C)C)(C)C.[C:13]([O:18][CH3:19])(=[O:17])[CH:14]([CH3:16])[CH3:15].[CH3:20][C:21]([CH3:25])=[CH:22]CBr. (9) Given the product [CH3:43][O:42][C:39]1[CH:40]=[CH:41][C:36]([CH:35]([C:44]2[CH:49]=[CH:48][C:47]([O:50][CH3:51])=[CH:46][CH:45]=2)[O:34][CH:33]([C:52]2[CH:53]=[CH:54][CH:55]=[CH:56][CH:57]=2)[CH:28]2[CH2:29][CH:30]([OH:32])[CH2:31][N:27]2[C:25](=[O:26])[CH2:24][CH2:23][CH2:22][CH2:21][CH2:20][NH:19][C:1](=[O:18])[CH2:2][CH2:3][CH2:4][CH2:5][CH2:6][CH2:7][CH2:8][CH2:9][CH2:10][CH2:11][CH2:12][CH2:13][CH2:14][CH2:15][CH3:16])=[CH:37][CH:38]=1, predict the reactants needed to synthesize it. The reactants are: [C:1]([OH:18])(=O)[CH2:2][CH2:3][CH2:4][CH2:5][CH2:6][CH2:7][CH2:8][CH2:9][CH2:10][CH2:11][CH2:12][CH2:13][CH2:14][CH2:15][CH3:16].[NH2:19][CH2:20][CH2:21][CH2:22][CH2:23][CH2:24][C:25]([N:27]1[CH2:31][CH:30]([OH:32])[CH2:29][CH:28]1[CH:33]([C:52]1[CH:57]=[CH:56][CH:55]=[CH:54][CH:53]=1)[O:34][CH:35]([C:44]1[CH:49]=[CH:48][C:47]([O:50][CH3:51])=[CH:46][CH:45]=1)[C:36]1[CH:41]=[CH:40][C:39]([O:42][CH3:43])=[CH:38][CH:37]=1)=[O:26].CN(C(ON1N=NC2C=CC=CC1=2)=[N+](C)C)C.F[P-](F)(F)(F)(F)F.CCN(C(C)C)C(C)C. (10) Given the product [CH3:28][N:27]1[C:11]2[C:12](=[N:13][C:14]([C@@H:15]([NH:17][C:18](=[O:24])[O:19][C:20]([CH3:23])([CH3:22])[CH3:21])[CH3:16])=[C:9]([CH:6]3[CH2:7][CH2:8][O:3][CH2:4][CH2:5]3)[CH:10]=2)[CH:25]=[CH:26]1, predict the reactants needed to synthesize it. The reactants are: [H][H].[O:3]1[CH2:8][CH:7]=[C:6]([C:9]2[CH:10]=[C:11]3[N:27]([CH3:28])[CH:26]=[CH:25][C:12]3=[N:13][C:14]=2[C@@H:15]([NH:17][C:18](=[O:24])[O:19][C:20]([CH3:23])([CH3:22])[CH3:21])[CH3:16])[CH2:5][CH2:4]1.